This data is from Full USPTO retrosynthesis dataset with 1.9M reactions from patents (1976-2016). The task is: Predict the reactants needed to synthesize the given product. (1) The reactants are: Br[CH2:2][C:3]([C:5]1[CH:10]=[CH:9][C:8]([O:11][CH3:12])=[CH:7][C:6]=1[O:13][CH3:14])=[O:4].[C:15]1([OH:21])[CH:20]=[CH:19][CH:18]=[CH:17][CH:16]=1.C([O-])([O-])=O.[K+].[K+]. Given the product [O:21]([CH2:2][C:3]([C:5]1[CH:10]=[CH:9][C:8]([O:11][CH3:12])=[CH:7][C:6]=1[O:13][CH3:14])=[O:4])[C:15]1[CH:20]=[CH:19][CH:18]=[CH:17][CH:16]=1, predict the reactants needed to synthesize it. (2) Given the product [CH2:1]([O:3][C:4]([C:6]1[C:7]2[CH:18]=[C:17]([CH2:19][CH2:20][CH2:21][CH3:22])[CH:16]=[C:15]([OH:24])[C:8]=2[S:9][C:10]=1[NH:11][C:12](=[O:14])[CH3:13])=[O:5])[CH3:2], predict the reactants needed to synthesize it. The reactants are: [CH2:1]([O:3][C:4]([C:6]1[C:7]2[CH2:18][CH:17]([CH2:19][CH2:20][CH2:21][CH3:22])[CH:16](Br)[C:15](=[O:24])[C:8]=2[S:9][C:10]=1[NH:11][C:12](=[O:14])[CH3:13])=[O:5])[CH3:2].[Li+].[Br-]. (3) Given the product [F:24][C:11]1[CH:12]=[C:13]([C:16]2[C:17]([C:22]#[N:23])=[CH:18][CH:19]=[CH:20][CH:21]=2)[CH:14]=[CH:15][C:10]=1[CH2:9][N:6]1[C:7](=[O:8])[C:2]([C:36]2[CH:37]=[N:38][C:33]([O:32][CH:29]([CH3:31])[CH3:30])=[CH:34][CH:35]=2)=[C:3]([CH3:28])[N:4]=[C:5]1[CH2:25][CH2:26][CH3:27], predict the reactants needed to synthesize it. The reactants are: Br[C:2]1[C:7](=[O:8])[N:6]([CH2:9][C:10]2[CH:15]=[CH:14][C:13]([C:16]3[C:17]([C:22]#[N:23])=[CH:18][CH:19]=[CH:20][CH:21]=3)=[CH:12][C:11]=2[F:24])[C:5]([CH2:25][CH2:26][CH3:27])=[N:4][C:3]=1[CH3:28].[CH:29]([O:32][C:33]1[N:38]=[CH:37][C:36](B(O)O)=[CH:35][CH:34]=1)([CH3:31])[CH3:30].C(=O)([O-])[O-].[Cs+].[Cs+].O1CCOCC1. (4) Given the product [F:10][C:11]1[CH:16]=[C:15]([S:17]([CH3:20])(=[O:19])=[O:18])[CH:14]=[CH:13][C:12]=1[NH:21][C@H:22]1[CH2:26][CH2:25][N:24]([CH:27]2[CH2:32][CH2:31][N:30]([C:2]#[N:1])[CH2:29][CH2:28]2)[C:23]1=[O:33], predict the reactants needed to synthesize it. The reactants are: [N:1]#[C:2]Br.C(=O)([O-])[O-].[K+].[K+].[F:10][C:11]1[CH:16]=[C:15]([S:17]([CH3:20])(=[O:19])=[O:18])[CH:14]=[CH:13][C:12]=1[NH:21][C@H:22]1[CH2:26][CH2:25][N:24]([CH:27]2[CH2:32][CH2:31][NH:30][CH2:29][CH2:28]2)[C:23]1=[O:33]. (5) Given the product [N:1]1[S:5][N:4]=[C:3]2[CH:6]=[C:7]([CH2:10][OH:11])[CH:8]=[CH:9][C:2]=12, predict the reactants needed to synthesize it. The reactants are: [N:1]1[S:5][N:4]=[C:3]2[CH:6]=[C:7]([C:10](O)=[O:11])[CH:8]=[CH:9][C:2]=12.C(N(CC)CC)C.C(OC(Cl)=O)C(C)C.[BH4-].[Na+].